This data is from NCI-60 drug combinations with 297,098 pairs across 59 cell lines. The task is: Regression. Given two drug SMILES strings and cell line genomic features, predict the synergy score measuring deviation from expected non-interaction effect. (1) Drug 1: CC(C1=C(C=CC(=C1Cl)F)Cl)OC2=C(N=CC(=C2)C3=CN(N=C3)C4CCNCC4)N. Drug 2: CC1=CC2C(CCC3(C2CCC3(C(=O)C)OC(=O)C)C)C4(C1=CC(=O)CC4)C. Cell line: UO-31. Synergy scores: CSS=2.74, Synergy_ZIP=-1.79, Synergy_Bliss=-0.805, Synergy_Loewe=-6.12, Synergy_HSA=0.170. (2) Drug 1: C1=CC(=CC=C1C#N)C(C2=CC=C(C=C2)C#N)N3C=NC=N3. Drug 2: CN(CC1=CN=C2C(=N1)C(=NC(=N2)N)N)C3=CC=C(C=C3)C(=O)NC(CCC(=O)O)C(=O)O. Cell line: A498. Synergy scores: CSS=38.2, Synergy_ZIP=-6.05, Synergy_Bliss=-2.73, Synergy_Loewe=-31.8, Synergy_HSA=-0.0255. (3) Drug 1: C1CN1P(=S)(N2CC2)N3CC3. Drug 2: CC12CCC3C(C1CCC2OP(=O)(O)O)CCC4=C3C=CC(=C4)OC(=O)N(CCCl)CCCl.[Na+]. Cell line: BT-549. Synergy scores: CSS=7.21, Synergy_ZIP=-4.33, Synergy_Bliss=-0.289, Synergy_Loewe=-1.56, Synergy_HSA=-1.51. (4) Drug 1: C1=CC(=C2C(=C1NCCNCCO)C(=O)C3=C(C=CC(=C3C2=O)O)O)NCCNCCO. Drug 2: CCN(CC)CCCC(C)NC1=C2C=C(C=CC2=NC3=C1C=CC(=C3)Cl)OC. Cell line: UACC62. Synergy scores: CSS=40.7, Synergy_ZIP=0.859, Synergy_Bliss=1.66, Synergy_Loewe=-13.5, Synergy_HSA=3.83. (5) Drug 1: C1=CC(=CC=C1CCCC(=O)O)N(CCCl)CCCl. Drug 2: C#CCC(CC1=CN=C2C(=N1)C(=NC(=N2)N)N)C3=CC=C(C=C3)C(=O)NC(CCC(=O)O)C(=O)O. Cell line: MDA-MB-435. Synergy scores: CSS=-4.19, Synergy_ZIP=-3.03, Synergy_Bliss=-10.6, Synergy_Loewe=-11.5, Synergy_HSA=-10.2.